Dataset: Catalyst prediction with 721,799 reactions and 888 catalyst types from USPTO. Task: Predict which catalyst facilitates the given reaction. (1) Reactant: [OH:1][C@@H:2]([CH3:8])[C:3]([O:5][CH2:6][CH3:7])=[O:4].[H-].[Na+].F[C:12]1[CH:17]=[C:16]([CH3:18])[CH:15]=[CH:14][N:13]=1. Product: [CH3:18][C:16]1[CH:15]=[CH:14][N:13]=[C:12]([O:1][C@@H:2]([CH3:8])[C:3]([O:5][CH2:6][CH3:7])=[O:4])[CH:17]=1. The catalyst class is: 3. (2) Reactant: [Br:1][CH2:2][C:3](Br)=[O:4].[CH2:6]([NH2:18])[CH2:7][CH2:8][CH2:9][CH2:10][CH2:11][CH2:12][CH2:13][CH2:14][CH2:15][CH2:16][CH3:17].C(N(CC)CC)C. Product: [Br:1][CH2:2][C:3]([NH:18][CH2:6][CH2:7][CH2:8][CH2:9][CH2:10][CH2:11][CH2:12][CH2:13][CH2:14][CH2:15][CH2:16][CH3:17])=[O:4]. The catalyst class is: 4. (3) The catalyst class is: 31. Reactant: P(F)(F)(F)(F)F.N1(OC(N(C)C)=[N+](C)C)[C:11]2[N:12]=[CH:13]C=CC=2N=N1.C(N(C(C)C)CC)(C)C.Cl.CNC.[Cl:37][C:38]1[C:39]([CH2:51][C:52]([O:54][CH3:55])=[O:53])=[C:40]([C:44]([O:49][CH3:50])=[CH:45][C:46]=1[O:47][CH3:48])[C:41](O)=[O:42].C([O-])(O)=O.[Na+]. Product: [Cl:37][C:38]1[C:46]([O:47][CH3:48])=[CH:45][C:44]([O:49][CH3:50])=[C:40]([C:41]([N:12]([CH3:13])[CH3:11])=[O:42])[C:39]=1[CH2:51][C:52]([O:54][CH3:55])=[O:53]. (4) Reactant: [Br:1][C:2]1[N:7]=[C:6]([CH2:8][N:9]2[C:18]3[C:13](=[CH:14][CH:15]=[CH:16][CH:17]=3)[C:12](=[O:19])[C:11]([C:20](=[O:33])[C:21]3[CH:26]=[CH:25][C:24]([CH:27]4OCCC[O:28]4)=[CH:23][CH:22]=3)=[CH:10]2)[CH:5]=[CH:4][CH:3]=1.Cl. Product: [Br:1][C:2]1[N:7]=[C:6]([CH2:8][N:9]2[C:18]3[C:13](=[CH:14][CH:15]=[CH:16][CH:17]=3)[C:12](=[O:19])[C:11]([C:20]([C:21]3[CH:22]=[CH:23][C:24]([CH:27]=[O:28])=[CH:25][CH:26]=3)=[O:33])=[CH:10]2)[CH:5]=[CH:4][CH:3]=1. The catalyst class is: 12. (5) Reactant: [F:1][C:2]([F:50])([F:49])[C:3]1[CH:4]=[C:5]([CH:42]=[C:43]([C:45]([F:48])([F:47])[F:46])[CH:44]=1)[CH2:6][N:7]([CH2:23][C:24]1[CH:29]=[C:28]([C:30]([F:33])([F:32])[F:31])[CH:27]=[CH:26][C:25]=1[O:34][C:35]1[CH:40]=[C:39](Cl)[N:38]=[CH:37][N:36]=1)[C:8]1[N:13]=[CH:12][C:11]([O:14][CH2:15][CH2:16][CH2:17][C:18]([O:20][CH2:21][CH3:22])=[O:19])=[CH:10][N:9]=1.[CH:51]([N:54](C(C)C)[CH2:55]C)(C)C.CNC.O1CCCC1.C(O)(=O)CC(CC(O)=O)(C(O)=O)O. Product: [F:1][C:2]([F:50])([F:49])[C:3]1[CH:4]=[C:5]([CH:42]=[C:43]([C:45]([F:48])([F:47])[F:46])[CH:44]=1)[CH2:6][N:7]([CH2:23][C:24]1[CH:29]=[C:28]([C:30]([F:33])([F:32])[F:31])[CH:27]=[CH:26][C:25]=1[O:34][C:35]1[CH:40]=[C:39]([N:54]([CH3:55])[CH3:51])[N:38]=[CH:37][N:36]=1)[C:8]1[N:13]=[CH:12][C:11]([O:14][CH2:15][CH2:16][CH2:17][C:18]([O:20][CH2:21][CH3:22])=[O:19])=[CH:10][N:9]=1. The catalyst class is: 133. (6) Reactant: [C:1]([N:4]1[C:13]2[C:8](=[CH:9][C:10](B3OC(C)(C)C(C)(C)O3)=[CH:11][CH:12]=2)[C@H:7]([NH:23][C:24](=[O:29])[O:25][CH:26]([CH3:28])[CH3:27])[CH2:6][C@@H:5]1[CH3:30])(=[O:3])[CH3:2].Br[C:32]1[CH:37]=[CH:36][C:35]([CH2:38][CH2:39][NH:40][C:41](=[O:47])[O:42][C:43]([CH3:46])([CH3:45])[CH3:44])=[CH:34][CH:33]=1.C(=O)([O-])[O-].[K+].[K+]. Product: [C:1]([N:4]1[C:13]2[C:8](=[CH:9][C:10]([C:32]3[CH:33]=[CH:34][C:35]([CH2:38][CH2:39][NH:40][C:41]([O:42][C:43]([CH3:46])([CH3:45])[CH3:44])=[O:47])=[CH:36][CH:37]=3)=[CH:11][CH:12]=2)[C@H:7]([NH:23][C:24](=[O:29])[O:25][CH:26]([CH3:28])[CH3:27])[CH2:6][C@@H:5]1[CH3:30])(=[O:3])[CH3:2]. The catalyst class is: 73. (7) Reactant: [F:1][C:2]([F:24])([F:23])[C:3]1[CH:22]=[CH:21][CH:20]=[CH:19][C:4]=1[O:5][CH:6]1[CH2:11][CH2:10][N:9]([C:12]2[N:17]=[CH:16][C:15]([NH2:18])=[CH:14][CH:13]=2)[CH2:8][CH2:7]1.[C:25]1([CH2:31][CH2:32][CH2:33][C:34](O)=[O:35])[CH:30]=[CH:29][CH:28]=[CH:27][CH:26]=1.CN(C(ON1N=NC2C=CC=NC1=2)=[N+](C)C)C.F[P-](F)(F)(F)(F)F.CCN(C(C)C)C(C)C. Product: [C:25]1([CH2:31][CH2:32][CH2:33][C:34]([NH:18][C:15]2[CH:16]=[N:17][C:12]([N:9]3[CH2:8][CH2:7][CH:6]([O:5][C:4]4[CH:19]=[CH:20][CH:21]=[CH:22][C:3]=4[C:2]([F:1])([F:23])[F:24])[CH2:11][CH2:10]3)=[CH:13][CH:14]=2)=[O:35])[CH:30]=[CH:29][CH:28]=[CH:27][CH:26]=1. The catalyst class is: 3.